Task: Predict the product of the given reaction.. Dataset: Forward reaction prediction with 1.9M reactions from USPTO patents (1976-2016) (1) Given the reactants C([O:3][CH:4](O)[CH:5]([F:7])[F:6])C.[CH3:9][N+:10]([O-:12])=[O:11].C([O-])([O-])=O.[Na+].[Na+], predict the reaction product. The product is: [F:6][CH:5]([F:7])[CH:4]([OH:3])[CH2:9][N+:10]([O-:12])=[O:11]. (2) Given the reactants [F:1][C:2]1[CH:7]=[CH:6][C:5]([C:8]2[CH:13]=[CH:12][C:11]([C:14]3[N:19]=[C:18]([C:20]([O:22]C)=O)[CH:17]=[C:16]([CH:24]=[CH2:25])[CH:15]=3)=[CH:10][CH:9]=2)=[CH:4][CH:3]=1.[NH3:26], predict the reaction product. The product is: [F:1][C:2]1[CH:3]=[CH:4][C:5]([C:8]2[CH:13]=[CH:12][C:11]([C:14]3[N:19]=[C:18]([C:20]([NH2:26])=[O:22])[CH:17]=[C:16]([CH:24]=[CH2:25])[CH:15]=3)=[CH:10][CH:9]=2)=[CH:6][CH:7]=1. (3) Given the reactants [C:1]([O:5][C:6]([NH:8][C:9]1([C:13]2[CH:21]=[CH:20][C:16]([C:17]([OH:19])=O)=[CH:15][CH:14]=2)[CH2:12][CH2:11][CH2:10]1)=[O:7])([CH3:4])([CH3:3])[CH3:2].CN([C:25]([O:29][N:30]1N=NC2C=CC=C[C:31]1=2)=[N+](C)C)C.F[P-](F)(F)(F)(F)F.C(N(CC)CC)C.Cl.CNOC, predict the reaction product. The product is: [CH3:25][O:29][N:30]([CH3:31])[C:17]([C:16]1[CH:20]=[CH:21][C:13]([C:9]2([NH:8][C:6](=[O:7])[O:5][C:1]([CH3:3])([CH3:2])[CH3:4])[CH2:12][CH2:11][CH2:10]2)=[CH:14][CH:15]=1)=[O:19].